Predict the product of the given reaction. From a dataset of Forward reaction prediction with 1.9M reactions from USPTO patents (1976-2016). (1) Given the reactants C1C=CC(P(C2C=CC=CC=2)C2C=CC=CC=2)=CC=1.II.[CH2:22]([O:29][N:30]1[C:36](=[O:37])[N:35]2[CH2:38][C@H:31]1[CH2:32][CH2:33][C@H:34]2[C:39]([NH:41][NH:42][C:43](=[O:55])[CH2:44][CH2:45][N:46]([CH3:54])[C:47](=[O:53])[O:48][C:49]([CH3:52])([CH3:51])[CH3:50])=O)[C:23]1[CH:28]=[CH:27][CH:26]=[CH:25][CH:24]=1, predict the reaction product. The product is: [CH2:22]([O:29][N:30]1[C:36](=[O:37])[N:35]2[CH2:38][C@H:31]1[CH2:32][CH2:33][C@H:34]2[C:39]1[O:55][C:43]([CH2:44][CH2:45][N:46]([CH3:54])[C:47](=[O:53])[O:48][C:49]([CH3:50])([CH3:51])[CH3:52])=[N:42][N:41]=1)[C:23]1[CH:28]=[CH:27][CH:26]=[CH:25][CH:24]=1. (2) Given the reactants [NH2:1][C:2]1[CH:6]=[C:5]([C:7]2[CH:12]=[C:11]([F:13])[C:10]([F:14])=[C:9]([F:15])[CH:8]=2)[S:4][C:3]=1[C:16]([NH:18][C:19]1([C:25]([O:27]C)=[O:26])[CH2:24][CH2:23][CH2:22][CH2:21][CH2:20]1)=[O:17].[N:29]([C:32]1[C:37]([CH3:38])=[CH:36][C:35]([CH3:39])=[CH:34][C:33]=1[CH3:40])=[C:30]=[O:31].CO, predict the reaction product. The product is: [F:13][C:11]1[CH:12]=[C:7]([C:5]2[S:4][C:3]([C:16]([NH:18][C:19]3([C:25]([OH:27])=[O:26])[CH2:20][CH2:21][CH2:22][CH2:23][CH2:24]3)=[O:17])=[C:2]([NH:1][C:30]([NH:29][C:32]3[C:33]([CH3:40])=[CH:34][C:35]([CH3:39])=[CH:36][C:37]=3[CH3:38])=[O:31])[CH:6]=2)[CH:8]=[C:9]([F:15])[C:10]=1[F:14]. (3) Given the reactants C([O:3][C:4]([C:6]1[CH:7]=[N:8][N:9]([C:12]2[C:17]([F:18])=[CH:16][C:15]([C:19]([F:22])([F:21])[F:20])=[CH:14][N:13]=2)[C:10]=1[CH3:11])=[O:5])C.[OH-].[Na+], predict the reaction product. The product is: [F:18][C:17]1[C:12]([N:9]2[C:10]([CH3:11])=[C:6]([C:4]([OH:5])=[O:3])[CH:7]=[N:8]2)=[N:13][CH:14]=[C:15]([C:19]([F:22])([F:20])[F:21])[CH:16]=1. (4) Given the reactants N[C:2]1[C:11]([CH3:12])=[CH:10][C:5]([C:6]([NH:8][CH3:9])=[O:7])=[CH:4][C:3]=1[CH3:13].N([O-])=O.[Na+].[I-:18].[K+], predict the reaction product. The product is: [I:18][C:2]1[C:11]([CH3:12])=[CH:10][C:5]([C:6]([NH:8][CH3:9])=[O:7])=[CH:4][C:3]=1[CH3:13]. (5) Given the reactants [O:1]([C:8]1[N:13]=[N:12][C:11]([CH2:14][CH2:15][CH2:16][O:17][C:18]2[CH:23]=[CH:22][C:21]([CH2:24][OH:25])=[CH:20][CH:19]=2)=[CH:10][CH:9]=1)[C:2]1[CH:7]=[CH:6][CH:5]=[CH:4][CH:3]=1, predict the reaction product. The product is: [O:1]([C:8]1[N:13]=[N:12][C:11]([CH2:14][CH2:15][CH2:16][O:17][C:18]2[CH:19]=[CH:20][C:21]([CH:24]=[O:25])=[CH:22][CH:23]=2)=[CH:10][CH:9]=1)[C:2]1[CH:3]=[CH:4][CH:5]=[CH:6][CH:7]=1.